Dataset: Peptide-MHC class I binding affinity with 185,985 pairs from IEDB/IMGT. Task: Regression. Given a peptide amino acid sequence and an MHC pseudo amino acid sequence, predict their binding affinity value. This is MHC class I binding data. The peptide sequence is FENAILSMTI. The MHC is HLA-B44:03 with pseudo-sequence HLA-B44:03. The binding affinity (normalized) is 0.449.